Predict the reactants needed to synthesize the given product. From a dataset of Full USPTO retrosynthesis dataset with 1.9M reactions from patents (1976-2016). (1) Given the product [N:1]1([C:21]2[CH:30]=[C:25]([C:26]([O:28][CH3:29])=[O:27])[CH:24]=[C:23]([CH:22]=2)[C:31]([O:33][CH3:34])=[O:32])[CH:5]=[CH:4][N:3]=[CH:2]1, predict the reactants needed to synthesize it. The reactants are: [NH:1]1[CH:5]=[CH:4][N:3]=[CH:2]1.C(=O)([O-])[O-].[K+].[K+].N1CCC[C@H]1C(O)=O.I[C:21]1[CH:22]=[C:23]([C:31]([O:33][CH3:34])=[O:32])[CH:24]=[C:25]([CH:30]=1)[C:26]([O:28][CH3:29])=[O:27]. (2) Given the product [NH2:16][C:15]1[N:21]=[C:19]([SH:20])[N:18]=[C:5]([OH:17])[C:6]=1[CH2:7][CH:8]([O:12][CH2:13][CH3:14])[O:9][CH2:10][CH3:11], predict the reactants needed to synthesize it. The reactants are: [Na].C(O[C:5](=[O:17])[CH:6]([C:15]#[N:16])[CH2:7][CH:8]([O:12][CH2:13][CH3:14])[O:9][CH2:10][CH3:11])C.[NH2:18][C:19]([NH2:21])=[S:20]. (3) Given the product [Cl:8][C:7]1[C:2]([N:74]=[C:61]([C:62]2[CH:67]=[CH:66][CH:65]=[CH:64][CH:63]=2)[C:68]2[CH:73]=[CH:72][CH:71]=[CH:70][CH:69]=2)=[N:3][CH:4]=[CH:5][CH:6]=1, predict the reactants needed to synthesize it. The reactants are: Cl[C:2]1[C:7]([Cl:8])=[CH:6][CH:5]=[CH:4][N:3]=1.C1C=CC(P(C2C(C3C(P(C4C=CC=CC=4)C4C=CC=CC=4)=CC=C4C=3C=CC=C4)=C3C(C=CC=C3)=CC=2)C2C=CC=CC=2)=CC=1.C(=O)([O-])[O-].[Cs+].[Cs+].[C:61](=[NH:74])([C:68]1[CH:73]=[CH:72][CH:71]=[CH:70][CH:69]=1)[C:62]1[CH:67]=[CH:66][CH:65]=[CH:64][CH:63]=1.